Predict which catalyst facilitates the given reaction. From a dataset of Catalyst prediction with 721,799 reactions and 888 catalyst types from USPTO. (1) Reactant: [CH2:1]([O:5][C:6]1[CH:11]=[CH:10][C:9](SC2C=CC(N)=CC=2)=[CH:8][CH:7]=1)[CH2:2][CH2:3][CH3:4].C(OC1C=CC(SC2C=C[C:35]([N+:38]([O-])=O)=[CH:34]C=2)=CC=1)CCC.[NH2:41]C1C=CC=CC=1.FC(F)(F)C1C=C(C=CC=1SC1C=CN=CC=1)N. Product: [CH3:4][C:3]1[CH:2]=[C:1]([O:5][C:6]2[CH:7]=[CH:8][C:9]([NH2:41])=[CH:10][CH:11]=2)[CH:34]=[CH:35][N:38]=1. The catalyst class is: 25. (2) Reactant: [OH:1][CH2:2][C:3]1[C:4](=[O:9])[NH:5][CH:6]=[CH:7][CH:8]=1.C([Li])CCC.[I:15][C:16]1[CH:24]=[CH:23][C:19]([C:20](Cl)=[O:21])=[CH:18][CH:17]=1. Product: [I:15][C:16]1[CH:24]=[CH:23][C:19]([C:20]([O:1][CH2:2][C:3]2[C:4](=[O:9])[NH:5][CH:6]=[CH:7][CH:8]=2)=[O:21])=[CH:18][CH:17]=1. The catalyst class is: 1. (3) Reactant: [CH3:1][O:2][C:3](=[O:24])[CH:4]([CH2:17][C:18]1[CH:23]=[CH:22][N:21]=[CH:20][N:19]=1)[C:5]([NH:7][C:8]1[CH:13]=[CH:12][C:11]([S:14][CH3:15])=[CH:10][C:9]=1[F:16])=O.C(N(C(C)C)CC)(C)C.O(Cl)Cl.[P+5]. Product: [CH3:1][O:2][C:3]([C:4]1[CH:17]=[C:18]2[CH:23]=[CH:22][N:21]=[CH:20][N:19]2[C:5]=1[NH:7][C:8]1[CH:13]=[CH:12][C:11]([S:14][CH3:15])=[CH:10][C:9]=1[F:16])=[O:24]. The catalyst class is: 12. (4) Reactant: [CH2:1]([O:3][C:4](=[O:37])[CH2:5][C@@H:6]([N:10]1[C:14]2[CH:15]=[CH:16][CH:17]=[CH:18][C:13]=2[N:12]([CH2:19][C:20]2[CH:25]=[C:24]([Br:26])[CH:23]=[C:22]([N+:27]([O-])=O)[C:21]=2[S:30][C:31](=[O:35])N(C)C)[C:11]1=[O:36])[CH2:7][CH2:8][CH3:9])[CH3:2].C(O)C.[Sn](Cl)(Cl)(Cl)Cl. Product: [CH2:1]([O:3][C:4](=[O:37])[CH2:5][C@@H:6]([N:10]1[C:14]2[CH:15]=[CH:16][CH:17]=[CH:18][C:13]=2[N:12]([CH2:19][C:20]2[C:21]3[S:30][C:31](=[O:35])[NH:27][C:22]=3[CH:23]=[C:24]([Br:26])[CH:25]=2)[C:11]1=[O:36])[CH2:7][CH2:8][CH3:9])[CH3:2]. The catalyst class is: 413. (5) Reactant: [C:1](=O)([O-])[O-].[Cs+].[Cs+].[O:7]([C:14]1[C:15]([OH:24])=[N:16][CH:17]=[C:18]([C:20]([F:23])([F:22])[F:21])[CH:19]=1)[C:8]1[CH:13]=[CH:12][CH:11]=[CH:10][CH:9]=1.[CH3:25][O:26][C:27](=[O:46])[CH2:28][CH2:29][C:30]1[CH:35]=[CH:34][C:33]([O:36][CH2:37][CH2:38][C@@H:39](OS(C)(=O)=O)[CH3:40])=[CH:32][CH:31]=1. Product: [CH3:25][O:26][C:27](=[O:46])[CH2:28][CH2:29][C:30]1[CH:35]=[CH:34][C:33]([O:36][CH2:37][CH2:38][C@@H:39]([O:24][C:15]2[C:14]([O:7][C:8]3[CH:9]=[CH:10][CH:11]=[CH:12][CH:13]=3)=[CH:19][C:18]([C:20]([F:23])([F:21])[F:22])=[CH:17][N:16]=2)[CH3:40])=[CH:32][C:31]=1[CH3:1]. The catalyst class is: 3. (6) Reactant: [I:1][C:2]1[CH:12]=[CH:11][CH:10]=[CH:9][C:3]=1[NH:4][S:5]([CH3:8])(=[O:7])=[O:6].[C:13]1([S:19](Cl)(=[O:21])=[O:20])[CH:18]=[CH:17][CH:16]=[CH:15][CH:14]=1.[Cl-].[NH4+]. Product: [C:8]1([S:5]([N:4]([S:19]([C:13]2[CH:18]=[CH:17][CH:16]=[CH:15][CH:14]=2)(=[O:21])=[O:20])[C:3]2[CH:9]=[CH:10][C:11]([S:5]([CH3:8])(=[O:7])=[O:6])=[CH:12][C:2]=2[I:1])(=[O:7])=[O:6])[CH:11]=[CH:12][CH:2]=[CH:3][CH:9]=1. The catalyst class is: 17.